This data is from Full USPTO retrosynthesis dataset with 1.9M reactions from patents (1976-2016). The task is: Predict the reactants needed to synthesize the given product. (1) The reactants are: [CH:1]1([C:7]2([CH3:15])[N:11]([CH3:12])[C:10](=[O:13])[NH:9][C:8]2=[O:14])[CH2:6][CH2:5][CH2:4][CH2:3][CH2:2]1.C([O-])([O-])=O.[K+].[K+].Br[CH2:23][C:24]([C:26]1[CH:27]=[N:28][N:29]([CH3:31])[CH:30]=1)=[O:25]. Given the product [CH:1]1([C:7]2([CH3:15])[N:11]([CH3:12])[C:10](=[O:13])[N:9]([CH2:23][C:24]([C:26]3[CH:27]=[N:28][N:29]([CH3:31])[CH:30]=3)=[O:25])[C:8]2=[O:14])[CH2:2][CH2:3][CH2:4][CH2:5][CH2:6]1, predict the reactants needed to synthesize it. (2) Given the product [C:1]([O:5][C:6]([N:8]1[CH2:13][CH2:12][N:11]([C:14]([O:16][C:17]([CH3:20])([CH3:19])[CH3:18])=[O:15])[CH2:10][CH:9]1[CH2:21][CH2:22][O:23][C:24]1[CH:29]=[CH:28][CH:27]=[CH:26][CH:25]=1)=[O:7])([CH3:4])([CH3:3])[CH3:2], predict the reactants needed to synthesize it. The reactants are: [C:1]([O:5][C:6]([N:8]1[CH2:13][CH2:12][N:11]([C:14]([O:16][C:17]([CH3:20])([CH3:19])[CH3:18])=[O:15])[CH2:10][CH:9]1[CH2:21][CH2:22][OH:23])=[O:7])([CH3:4])([CH3:3])[CH3:2].[C:24]1(P([C:24]2[CH:29]=[CH:28][CH:27]=[CH:26][CH:25]=2)[C:24]2[CH:29]=[CH:28][CH:27]=[CH:26][CH:25]=2)[CH:29]=[CH:28][CH:27]=[CH:26][CH:25]=1.C1(O)C=CC=CC=1.N(C(OCC)=O)=NC(OCC)=O. (3) Given the product [Br:1][C:2]1[CH:10]=[C:9]2[C:5]([CH2:6][CH2:7][N:8]2[C:12]2[CH:17]=[CH:16][N:15]=[C:14]([NH2:18])[N:13]=2)=[CH:4][CH:3]=1, predict the reactants needed to synthesize it. The reactants are: [Br:1][C:2]1[CH:10]=[C:9]2[C:5]([CH2:6][CH2:7][NH:8]2)=[CH:4][CH:3]=1.Cl[C:12]1[CH:17]=[CH:16][N:15]=[C:14]([NH2:18])[N:13]=1. (4) Given the product [C:14]([O:17][C:3]1[CH:4]=[CH:5][C:6]2[CH:9]=[C:10]([C:26](=[O:28])[CH3:25])[O:12][C:7]=2[CH:8]=1)(=[O:16])[CH3:15], predict the reactants needed to synthesize it. The reactants are: C([C:3]1[CH:8]=[CH:7][C:6]([CH2:9][C:10]([OH:12])=O)=[CH:5][C:4]=1O)=O.[C:14]([OH:17])(=[O:16])[CH3:15].C(=O)([O-])[O-].[K+].[K+].Cl[CH2:25][C:26](=[O:28])C. (5) Given the product [NH2:1][C:2]1[C:7]([C:8]([NH2:10])=[O:9])=[C:6]([N:11]2[CH2:16][CH2:15][CH:14]([C:17]3[N:18]([CH2:33][CH2:49][N:50]([CH2:65][CH2:66][N:67]([CH3:69])[CH3:68])[CH3:51])[CH:19]=[C:20]([C:22]4[CH:27]=[CH:26][C:25]([F:28])=[C:24]([C:29]([F:32])([F:31])[F:30])[CH:23]=4)[N:21]=3)[CH2:13][CH2:12]2)[N:5]=[CH:4][N:3]=1, predict the reactants needed to synthesize it. The reactants are: [NH2:1][C:2]1[C:7]([C:8]([NH2:10])=[O:9])=[C:6]([N:11]2[CH2:16][CH2:15][CH:14]([C:17]3[N:18]([CH3:33])[CH:19]=[C:20]([C:22]4[CH:27]=[CH:26][C:25]([F:28])=[C:24]([C:29]([F:32])([F:31])[F:30])[CH:23]=4)[N:21]=3)[CH2:13][CH2:12]2)[N:5]=[CH:4][N:3]=1.NC1C(C#N)=C(N2CCC([C:49]3[N:50]([CH2:65][CH2:66][N:67]([CH:69](C)C)[CH3:68])[CH:51]=C(C4C=CC(F)=C(C(F)(F)F)C=4)N=3)CC2)N=CN=1.